Dataset: Reaction yield outcomes from USPTO patents with 853,638 reactions. Task: Predict the reaction yield, written as a fraction of the theoretical maximum amount of product (1.0 means a 100% yield; for example, 0.34 means a 34% yield). (1) The reactants are [C:1]1([S:7]([C:10]2[CH:11]=[C:12]3[C:17](=[CH:18][CH:19]=2)[N+:16]([O-])=[CH:15][CH:14]=[CH:13]3)(=[O:9])=[O:8])[CH:6]=[CH:5][CH:4]=[CH:3][CH:2]=1.[OH-].[NH4+].O=P(Cl)(Cl)[Cl:25]. No catalyst specified. The product is [C:1]1([S:7]([C:10]2[CH:11]=[C:12]3[C:17](=[CH:18][CH:19]=2)[N:16]=[CH:15][CH:14]=[C:13]3[Cl:25])(=[O:9])=[O:8])[CH:6]=[CH:5][CH:4]=[CH:3][CH:2]=1. The yield is 0.270. (2) The reactants are [CH3:1][O:2][C:3]1[CH:8]=[CH:7][C:6]([CH2:9][C:10]([O:12]CC)=[O:11])=[CH:5][CH:4]=1.[OH-].[Na+]. The catalyst is CO.O. The product is [CH3:1][O:2][C:3]1[CH:4]=[CH:5][C:6]([CH2:9][C:10]([OH:12])=[O:11])=[CH:7][CH:8]=1. The yield is 0.670.